This data is from Reaction yield outcomes from USPTO patents with 853,638 reactions. The task is: Predict the reaction yield, written as a fraction of the theoretical maximum amount of product (1.0 means a 100% yield; for example, 0.34 means a 34% yield). The reactants are [OH:1][C:2]1[CH:7]=[CH:6][C:5]([N:8]2[CH2:13][CH2:12][C:11]3[CH:14]=[C:15]([C:17]4[CH:22]=[CH:21][C:20]([O:23][CH3:24])=[CH:19][CH:18]=4)[S:16][C:10]=3[C:9]2=[O:25])=[CH:4][C:3]=1[O:26][CH3:27].[F:28][C:29]([F:42])([F:41])[S:30](O[S:30]([C:29]([F:42])([F:41])[F:28])(=[O:32])=[O:31])(=[O:32])=[O:31]. The catalyst is N1C=CC=CC=1. The product is [CH3:27][O:26][C:3]1[CH:4]=[C:5]([N:8]2[CH2:13][CH2:12][C:11]3[CH:14]=[C:15]([C:17]4[CH:22]=[CH:21][C:20]([O:23][CH3:24])=[CH:19][CH:18]=4)[S:16][C:10]=3[C:9]2=[O:25])[CH:6]=[CH:7][C:2]=1[O:1][S:30]([C:29]([F:42])([F:41])[F:28])(=[O:32])=[O:31]. The yield is 1.00.